This data is from Forward reaction prediction with 1.9M reactions from USPTO patents (1976-2016). The task is: Predict the product of the given reaction. (1) Given the reactants [S-2].[Li+].[Li+].[P]=S.[F-:6].[Li+].[F-:8].[S:9]([Li:11])[Li:10].[P:12]12([S:24][P:22]3([S:25][P:15]([S:17][P:18]([S:21]3)([S:20]1)=[S:19])(=[S:16])[S:14]2)=[S:23])=[S:13].FF, predict the reaction product. The product is: [S:9]([Li:11])[Li:10].[P:12]12([S:14][P:15]3([S:17][P:18]([S:21][P:22]([S:25]3)([S:24]1)=[S:23])(=[S:19])[S:20]2)=[S:16])=[S:13].[F:6][F:8]. (2) The product is: [Br:30][CH2:31][C:32]([NH:10][C:11]1[C:12]([O:24][CH2:25][C:26]([F:29])([F:27])[F:28])=[N:13][C:14]([CH3:23])=[CH:15][C:16]=1[O:17][CH2:18][C:19]([F:21])([F:22])[F:20])=[O:33]. Given the reactants CN(C)C1C=CC=CC=1.[NH2:10][C:11]1[C:12]([O:24][CH2:25][C:26]([F:29])([F:28])[F:27])=[N:13][C:14]([CH3:23])=[CH:15][C:16]=1[O:17][CH2:18][C:19]([F:22])([F:21])[F:20].[Br:30][CH2:31][C:32](Br)=[O:33], predict the reaction product. (3) Given the reactants Br[C:2]1[CH:3]=[CH:4][CH:5]=[C:6]2[C:10]=1[NH:9][CH:8]=[CH:7]2.[C:11]([C:14]1[CH:19]=[CH:18][C:17](B(O)O)=[CH:16][CH:15]=1)(=[O:13])[CH3:12], predict the reaction product. The product is: [NH:9]1[C:10]2[C:6](=[CH:5][CH:4]=[CH:3][C:2]=2[C:17]2[CH:18]=[CH:19][C:14]([C:11](=[O:13])[CH3:12])=[CH:15][CH:16]=2)[CH:7]=[CH:8]1. (4) Given the reactants [Cl:1][C:2]1[CH:3]=[C:4]([O:14][CH3:15])[C:5]2[O:9][C:8]([CH2:11][OH:12])([CH3:10])[CH2:7][C:6]=2[CH:13]=1.[C:16]1([CH3:26])[CH:21]=[CH:20][C:19]([S:22](Cl)(=[O:24])=[O:23])=[CH:18][CH:17]=1.C(N(C(C)C)CC)(C)C, predict the reaction product. The product is: [CH3:26][C:16]1[CH:21]=[CH:20][C:19]([S:22]([O:12][CH2:11][C:8]2([CH3:10])[CH2:7][C:6]3[CH:13]=[C:2]([Cl:1])[CH:3]=[C:4]([O:14][CH3:15])[C:5]=3[O:9]2)(=[O:24])=[O:23])=[CH:18][CH:17]=1.